Dataset: Retrosynthesis with 50K atom-mapped reactions and 10 reaction types from USPTO. Task: Predict the reactants needed to synthesize the given product. (1) The reactants are: F[C@@H]1CCN(CCn2nc(I)c3c(Cl)c(-c4ccccc4)nnc32)C1.OB(O)c1ccc(F)cc1. Given the product Fc1ccc(-c2nn(CCN3CC[C@@H](F)C3)c3nnc(-c4ccccc4)c(Cl)c23)cc1, predict the reactants needed to synthesize it. (2) Given the product COc1ccccc1CNc1ccccc1[N+](=O)[O-], predict the reactants needed to synthesize it. The reactants are: COc1ccccc1CN.O=[N+]([O-])c1ccccc1F. (3) Given the product CC(Oc1ccc(C(=O)O)cn1)C(F)(F)F, predict the reactants needed to synthesize it. The reactants are: CC(O)C(F)(F)F.O=C(O)c1ccc(Cl)nc1. (4) Given the product CCOC(=O)c1sc(-c2cccc(OC)c2)nc1C, predict the reactants needed to synthesize it. The reactants are: CCOC(=O)C(Cl)C(C)=O.COc1cccc(C(N)=S)c1. (5) Given the product Cc1scc(CO)c1N, predict the reactants needed to synthesize it. The reactants are: COC(=O)c1csc(C)c1N.